From a dataset of Forward reaction prediction with 1.9M reactions from USPTO patents (1976-2016). Predict the product of the given reaction. The product is: [CH:2]([N:15]1[CH2:18][C:17]2([CH2:21][CH2:20][C@@H:19]2[NH2:22])[CH2:16]1)([C:9]1[CH:14]=[CH:13][CH:12]=[CH:11][CH:10]=1)[C:3]1[CH:4]=[CH:5][CH:6]=[CH:7][CH:8]=1. Given the reactants Cl.[CH:2]([N:15]1[CH2:18][C:17]2([CH2:21][CH2:20][C@@H:19]2[NH:22][S@](C(C)(C)C)=O)[CH2:16]1)([C:9]1[CH:14]=[CH:13][CH:12]=[CH:11][CH:10]=1)[C:3]1[CH:8]=[CH:7][CH:6]=[CH:5][CH:4]=1, predict the reaction product.